From a dataset of Reaction yield outcomes from USPTO patents with 853,638 reactions. Predict the reaction yield, written as a fraction of the theoretical maximum amount of product (1.0 means a 100% yield; for example, 0.34 means a 34% yield). (1) The reactants are Br[CH2:2][CH2:3][N:4]1[C:12](=[O:13])[C:11]2[N:10]([CH2:14][C:15]3[CH:20]=[CH:19][C:18]([Cl:21])=[CH:17][CH:16]=3)[C:9]([O:22][C:23]3[CH:28]=[CH:27][CH:26]=[C:25]([O:29][C:30]([F:33])([F:32])[F:31])[CH:24]=3)=[N:8][C:7]=2[N:6]([CH3:34])[C:5]1=[O:35].[CH3:36][NH:37][CH3:38]. The catalyst is C(OCC)(=O)C.O. The product is [ClH:21].[Cl:21][C:18]1[CH:19]=[CH:20][C:15]([CH2:14][N:10]2[C:11]3[C:12](=[O:13])[N:4]([CH2:3][CH2:2][N:37]([CH3:38])[CH3:36])[C:5](=[O:35])[N:6]([CH3:34])[C:7]=3[N:8]=[C:9]2[O:22][C:23]2[CH:28]=[CH:27][CH:26]=[C:25]([O:29][C:30]([F:33])([F:32])[F:31])[CH:24]=2)=[CH:16][CH:17]=1. The yield is 0.256. (2) The reactants are C(Cl)(=O)C(Cl)=O.[OH:7][CH2:8][CH:9]1[CH2:14][CH2:13][N:12]([C:15]2[CH:16]=[CH:17][C:18](=[O:22])[N:19]([CH3:21])[N:20]=2)[CH2:11][CH2:10]1.C(N(CC)CC)C.O. The catalyst is ClCCl.CS(C)=O. The product is [CH3:21][N:19]1[C:18](=[O:22])[CH:17]=[CH:16][C:15]([N:12]2[CH2:13][CH2:14][CH:9]([CH:8]=[O:7])[CH2:10][CH2:11]2)=[N:20]1. The yield is 0.980.